This data is from Forward reaction prediction with 1.9M reactions from USPTO patents (1976-2016). The task is: Predict the product of the given reaction. Given the reactants C([O:3][C:4](=[O:35])[CH:5]([O:32][CH2:33][CH3:34])[CH2:6][C:7]1[CH:12]=[CH:11][C:10]([O:13][CH2:14][C:15]2[S:19][C:18]([C:20]3[CH:25]=[CH:24][C:23]([C:26]([F:29])([F:28])[F:27])=[CH:22][CH:21]=3)=[N:17][C:16]=2[CH3:30])=[CH:9][C:8]=1[CH3:31])C.[Li+].[OH-], predict the reaction product. The product is: [CH2:33]([O:32][CH:5]([CH2:6][C:7]1[CH:12]=[CH:11][C:10]([O:13][CH2:14][C:15]2[S:19][C:18]([C:20]3[CH:21]=[CH:22][C:23]([C:26]([F:27])([F:28])[F:29])=[CH:24][CH:25]=3)=[N:17][C:16]=2[CH3:30])=[CH:9][C:8]=1[CH3:31])[C:4]([OH:35])=[O:3])[CH3:34].